Dataset: Full USPTO retrosynthesis dataset with 1.9M reactions from patents (1976-2016). Task: Predict the reactants needed to synthesize the given product. (1) Given the product [Cl:1][C:2]1[C:11]([CH:12]=[O:13])=[CH:10][C:9]2[C:4](=[CH:5][CH:6]=[C:7]([O:14][CH2:16][C:17]([O:19][C:20]([CH3:23])([CH3:22])[CH3:21])=[O:18])[CH:8]=2)[N:3]=1, predict the reactants needed to synthesize it. The reactants are: [Cl:1][C:2]1[C:11]([CH:12]=[O:13])=[CH:10][C:9]2[C:4](=[CH:5][CH:6]=[C:7]([OH:14])[CH:8]=2)[N:3]=1.Br[CH2:16][C:17]([O:19][C:20]([CH3:23])([CH3:22])[CH3:21])=[O:18].C(=O)([O-])[O-].[K+].[K+]. (2) Given the product [CH2:29]([N:9]1[C:8](=[NH:7])/[C:12](=[CH:13]/[C:14]2[CH:19]=[CH:18][C:17]([N:20]3[CH:24]=[C:23]([CH3:25])[N:22]=[CH:21]3)=[C:16]([O:26][CH3:27])[CH:15]=2)/[NH:11][C:10]1=[O:28])[C:30]1[CH:35]=[CH:34][CH:33]=[CH:32][CH:31]=1, predict the reactants needed to synthesize it. The reactants are: C(OC(=O)/[N:7]=[C:8]1\[N:9]([CH2:29][C:30]2[CH:35]=[CH:34][CH:33]=[CH:32][CH:31]=2)[C:10](=[O:28])[NH:11]\[C:12]\1=[CH:13]/[C:14]1[CH:19]=[CH:18][C:17]([N:20]2[CH:24]=[C:23]([CH3:25])[N:22]=[CH:21]2)=[C:16]([O:26][CH3:27])[CH:15]=1)(C)(C)C.FC(F)(F)C(O)=O. (3) The reactants are: Cl[C:2]1[N:7]=[CH:6][N:5]=[C:4]([NH2:8])[C:3]=1[C:9]1[N:10]=[N:11][N:12]([CH3:14])[N:13]=1.[NH2:15][C@H:16]([C:18]1[N:19]([C:30]2[CH:35]=[CH:34][CH:33]=[CH:32][CH:31]=2)[C:20](=[O:29])[C:21]2[C:26]([CH:27]=1)=[CH:25][CH:24]=[CH:23][C:22]=2[Cl:28])[CH3:17].CCN(C(C)C)C(C)C.CCOC(C)=O. Given the product [NH2:8][C:4]1[N:5]=[CH:6][N:7]=[C:2]([NH:15][C@H:16]([C:18]2[N:19]([C:30]3[CH:35]=[CH:34][CH:33]=[CH:32][CH:31]=3)[C:20](=[O:29])[C:21]3[C:26]([CH:27]=2)=[CH:25][CH:24]=[CH:23][C:22]=3[Cl:28])[CH3:17])[C:3]=1[C:9]1[N:10]=[N:11][N:12]([CH3:14])[N:13]=1, predict the reactants needed to synthesize it. (4) Given the product [ClH:27].[ClH:27].[NH2:19][C@H:16]1[CH2:15][CH2:14][C@H:13]([NH:12][C:7]2[CH:6]=[CH:5][C:4]([C:1]([NH2:2])=[O:3])=[C:9]([O:10][CH3:11])[N:8]=2)[CH2:18][CH2:17]1, predict the reactants needed to synthesize it. The reactants are: [C:1]([C:4]1[CH:5]=[CH:6][C:7]([NH:12][C@H:13]2[CH2:18][CH2:17][C@H:16]([NH:19]C(=O)OC(C)(C)C)[CH2:15][CH2:14]2)=[N:8][C:9]=1[O:10][CH3:11])(=[O:3])[NH2:2].[ClH:27]. (5) Given the product [Cl:28][C:18]1[C:19]([C:20]([O:22][CH3:23])=[O:21])=[CH:24][C:25]([CH2:26][CH3:27])=[C:16]2[C:17]=1[CH:29]=[CH:30][NH:15]2, predict the reactants needed to synthesize it. The reactants are: ClC1C(C(OC)=O)=CC=C2C=1C=CN2.[NH2:15][C:16]1[C:25]([CH2:26][CH3:27])=[CH:24][C:19]([C:20]([O:22][CH3:23])=[O:21])=[C:18]([Cl:28])[C:17]=1[C:29]#[CH:30].